This data is from CYP3A4 inhibition data for predicting drug metabolism from PubChem BioAssay. The task is: Regression/Classification. Given a drug SMILES string, predict its absorption, distribution, metabolism, or excretion properties. Task type varies by dataset: regression for continuous measurements (e.g., permeability, clearance, half-life) or binary classification for categorical outcomes (e.g., BBB penetration, CYP inhibition). Dataset: cyp3a4_veith. The compound is O=C(N[C@@H](c1ccccc1)[C@@H]1C[C@H]1C(=O)O)OCc1ccccc1. The result is 0 (non-inhibitor).